From a dataset of Peptide-MHC class II binding affinity with 134,281 pairs from IEDB. Regression. Given a peptide amino acid sequence and an MHC pseudo amino acid sequence, predict their binding affinity value. This is MHC class II binding data. (1) The peptide sequence is NEDDSNFAHWTEARIML. The MHC is DRB1_1101 with pseudo-sequence DRB1_1101. The binding affinity (normalized) is 0.0327. (2) The peptide sequence is VKLRRSSAAQVDGFY. The MHC is DRB1_1602 with pseudo-sequence DRB1_1602. The binding affinity (normalized) is 0.401. (3) The peptide sequence is YMDVISRRDQRGSGQ. The MHC is DRB1_0901 with pseudo-sequence DRB1_0901. The binding affinity (normalized) is 0.176. (4) The peptide sequence is INEPTAAEIAYGLDR. The MHC is HLA-DQA10401-DQB10402 with pseudo-sequence HLA-DQA10401-DQB10402. The binding affinity (normalized) is 0.482. (5) The binding affinity (normalized) is 0.671. The MHC is DRB5_0101 with pseudo-sequence DRB5_0101. The peptide sequence is DLIFLARSALILRGS.